From a dataset of Forward reaction prediction with 1.9M reactions from USPTO patents (1976-2016). Predict the product of the given reaction. Given the reactants Cl[C:2]1[C:3]2[C:10]([CH2:11][CH3:12])=[C:9]([CH3:13])[S:8][C:4]=2[N:5]=[CH:6][N:7]=1.[NH2:14][C:15]1[CH:19]=[C:18]([C:20]([CH3:23])([CH3:22])[CH3:21])[Se:17][C:16]=1[C:24]([NH2:26])=[O:25].CN(C=O)C.[OH-].[Na+], predict the reaction product. The product is: [CH2:11]([C:10]1[C:3]2[C:2]([NH:14][C:15]3[CH:19]=[C:18]([C:20]([CH3:23])([CH3:21])[CH3:22])[Se:17][C:16]=3[C:24]([NH2:26])=[O:25])=[N:7][CH:6]=[N:5][C:4]=2[S:8][C:9]=1[CH3:13])[CH3:12].